From a dataset of Forward reaction prediction with 1.9M reactions from USPTO patents (1976-2016). Predict the product of the given reaction. (1) Given the reactants C1(C)C=CC=CC=1.[Cl:8][C:9]1[CH:10]=[C:11]([CH:15]=[C:16]([F:22])[C:17]=1[O:18][CH2:19][C:20]#[CH:21])[C:12](O)=[O:13].S(Cl)([Cl:25])=O, predict the reaction product. The product is: [Cl:8][C:9]1[CH:10]=[C:11]([CH:15]=[C:16]([F:22])[C:17]=1[O:18][CH2:19][C:20]#[CH:21])[C:12]([Cl:25])=[O:13]. (2) Given the reactants [Cl:1][C:2]1[CH:7]=[CH:6][C:5]([C:8]2[O:17][C:11]3[N:12]=[CH:13][NH:14][C:15](=[O:16])[C:10]=3[CH:9]=2)=[CH:4][CH:3]=1.[Si:18]([O:25][C:26]1[CH:31]=[CH:30][C:29](B(O)O)=[CH:28][C:27]=1[O:35][CH3:36])([C:21]([CH3:24])([CH3:23])[CH3:22])([CH3:20])[CH3:19].C(N(CC)CC)C.N1C=CC=CC=1, predict the reaction product. The product is: [Si:18]([O:25][C:26]1[CH:31]=[CH:30][C:29]([N:14]2[C:15](=[O:16])[C:10]3[CH:9]=[C:8]([C:5]4[CH:4]=[CH:3][C:2]([Cl:1])=[CH:7][CH:6]=4)[O:17][C:11]=3[N:12]=[CH:13]2)=[CH:28][C:27]=1[O:35][CH3:36])([C:21]([CH3:24])([CH3:23])[CH3:22])([CH3:19])[CH3:20]. (3) Given the reactants C[O:2][C:3](=[O:30])[C@H:4]([CH2:26][CH:27]([CH3:29])[CH3:28])[NH:5][C:6](=[O:25])[CH2:7][C:8]1[CH:13]=[CH:12][C:11]([NH:14][C:15]([NH:17][C:18]2[C:19]([CH3:24])=[CH:20][CH:21]=[CH:22][CH:23]=2)=[O:16])=[CH:10][CH:9]=1.[OH-].[K+], predict the reaction product. The product is: [C:19]1([CH3:24])[C:18]([NH:17][C:15]([NH:14][C:11]2[CH:12]=[CH:13][C:8]([CH2:7][C:6]([NH:5][C@H:4]([C:3]([OH:30])=[O:2])[CH2:26][CH:27]([CH3:29])[CH3:28])=[O:25])=[CH:9][CH:10]=2)=[O:16])=[CH:23][CH:22]=[CH:21][CH:20]=1. (4) Given the reactants [C:1]([O:5][C:6]([C:8]1[C:9]([C:14]2[CH:19]=[CH:18][C:17]([CH2:20][N:21]3[C:25]([CH:26]=O)=[C:24]([Br:28])[N:23]=[C:22]3[O:29][CH2:30][CH2:31][CH3:32])=[CH:16][C:15]=2[F:33])=[CH:10][CH:11]=[CH:12][CH:13]=1)=[O:7])([CH3:4])([CH3:3])[CH3:2].Cl.[NH2:35][OH:36].N1C=CC=CC=1, predict the reaction product. The product is: [C:1]([O:5][C:6]([C:8]1[C:9]([C:14]2[CH:19]=[CH:18][C:17]([CH2:20][N:21]3[C:25]([CH:26]=[N:35][OH:36])=[C:24]([Br:28])[N:23]=[C:22]3[O:29][CH2:30][CH2:31][CH3:32])=[CH:16][C:15]=2[F:33])=[CH:10][CH:11]=[CH:12][CH:13]=1)=[O:7])([CH3:2])([CH3:4])[CH3:3].